Dataset: Catalyst prediction with 721,799 reactions and 888 catalyst types from USPTO. Task: Predict which catalyst facilitates the given reaction. Reactant: [C:1]([N:4]1[C:13]2[C:8](=[CH:9][C:10]([C:14]([OH:16])=O)=[CH:11][CH:12]=2)[C@H:7]([NH:17][C:18]2[CH:23]=[CH:22][CH:21]=[C:20]([CH3:24])[N:19]=2)[C@@H:6]([CH3:25])[C@@H:5]1[CH:26]1[CH2:28][CH2:27]1)(=[O:3])[CH3:2].CN(C(ON1N=NC2C=CC=NC1=2)=[N+](C)C)C.F[P-](F)(F)(F)(F)F.Cl.[O:54]1[CH2:58][CH2:57][C@H:56]([NH2:59])[CH2:55]1.CCN(C(C)C)C(C)C. Product: [C:1]([N:4]1[C:13]2[C:8](=[CH:9][C:10]([C:14]([NH:59][C@H:56]3[CH2:57][CH2:58][O:54][CH2:55]3)=[O:16])=[CH:11][CH:12]=2)[C@H:7]([NH:17][C:18]2[CH:23]=[CH:22][CH:21]=[C:20]([CH3:24])[N:19]=2)[C@@H:6]([CH3:25])[C@@H:5]1[CH:26]1[CH2:27][CH2:28]1)(=[O:3])[CH3:2]. The catalyst class is: 9.